From a dataset of Catalyst prediction with 721,799 reactions and 888 catalyst types from USPTO. Predict which catalyst facilitates the given reaction. (1) Reactant: [O:1]1[C:6]2[CH:7]=[CH:8][C:9]([CH2:11][N:12]3[CH2:17][CH2:16][C:15]([CH2:23][CH2:24][CH2:25][N:26]4[C:35]5[C:30](=[CH:31][CH:32]=[C:33]([O:36][CH3:37])[CH:34]=5)[CH:29]=[CH:28][C:27]4=[O:38])([C:18]([O:20]CC)=[O:19])[CH2:14][CH2:13]3)=[CH:10][C:5]=2[O:4][CH2:3][CH2:2]1.[OH-].[Na+]. Product: [O:1]1[C:6]2[CH:7]=[CH:8][C:9]([CH2:11][N:12]3[CH2:13][CH2:14][C:15]([CH2:23][CH2:24][CH2:25][N:26]4[C:35]5[C:30](=[CH:31][CH:32]=[C:33]([O:36][CH3:37])[CH:34]=5)[CH:29]=[CH:28][C:27]4=[O:38])([C:18]([OH:20])=[O:19])[CH2:16][CH2:17]3)=[CH:10][C:5]=2[O:4][CH2:3][CH2:2]1. The catalyst class is: 8. (2) Reactant: C[Si](Br)(C)C.C[O:7][P:8]([CH:12]([P:38]([O:42]C)([O:40]C)=[O:39])[CH2:13][N:14]1[CH2:19][CH2:18][N:17]([C:20]2[CH:29]=[C:28]3[C:23]([C:24](=[O:36])[C:25]([C:33]([OH:35])=[O:34])=[CH:26][N:27]3[CH:30]3[CH2:32][CH2:31]3)=[CH:22][C:21]=2[F:37])[CH2:16][CH2:15]1)([O:10]C)=[O:9]. Product: [P:8]([CH:12]([P:38]([OH:40])([OH:42])=[O:39])[CH2:13][N:14]1[CH2:19][CH2:18][N:17]([C:20]2[CH:29]=[C:28]3[C:23]([C:24](=[O:36])[C:25]([C:33]([OH:35])=[O:34])=[CH:26][N:27]3[CH:30]3[CH2:32][CH2:31]3)=[CH:22][C:21]=2[F:37])[CH2:16][CH2:15]1)([OH:9])([OH:10])=[O:7]. The catalyst class is: 2. (3) Reactant: [CH2:1](Br)[C:2]1[CH:7]=[CH:6][CH:5]=[CH:4][CH:3]=1.[OH:9][C:10]1[CH:11]=[C:12]([CH:16]=[CH:17][C:18]=1[Cl:19])[C:13]([OH:15])=[O:14].C(=O)([O-])[O-].[K+].[K+].O. Product: [CH2:1]([O:9][C:10]1[CH:11]=[C:12]([CH:16]=[CH:17][C:18]=1[Cl:19])[C:13]([OH:15])=[O:14])[C:2]1[CH:7]=[CH:6][CH:5]=[CH:4][CH:3]=1. The catalyst class is: 9. (4) Reactant: C[Mg]I.[Mg].[CH3:5]I.[Br:7][C:8]1[CH:15]=[CH:14][C:11]([CH:12]=[O:13])=[C:10]([F:16])[CH:9]=1. Product: [Br:7][C:8]1[CH:15]=[CH:14][C:11]([CH:12]([OH:13])[CH3:5])=[C:10]([F:16])[CH:9]=1. The catalyst class is: 27. (5) Reactant: C(=O)([O-])[O-].[Na+].[Na+].Cl.F[C:9]1[CH:14]=[CH:13][C:12]([C:15]2[CH:16]=[CH:17][C:18]3[C:22]([C:23]4[CH:24]=[N:25][CH:26]=[CH:27][CH:28]=4)=[CH:21][S:20][C:19]=3[CH:29]=2)=[CH:11][CH:10]=1.[NH2:30]C1C=C(B(O)O)C=CC=1. Product: [N:25]1[CH:26]=[CH:27][CH:28]=[C:23]([C:22]2[C:18]3[CH:17]=[CH:16][C:15]([C:12]4[CH:11]=[C:10]([NH2:30])[CH:9]=[CH:14][CH:13]=4)=[CH:29][C:19]=3[S:20][CH:21]=2)[CH:24]=1. The catalyst class is: 165.